Dataset: Forward reaction prediction with 1.9M reactions from USPTO patents (1976-2016). Task: Predict the product of the given reaction. (1) Given the reactants [C:1]1([C:7]2[CH:11]=[C:10]([C:12]([NH:14][CH2:15][CH2:16][C:17]([O:19]C)=[O:18])=[O:13])[O:9][N:8]=2)[CH:6]=[CH:5][CH:4]=[CH:3][CH:2]=1.[OH-].[Li+], predict the reaction product. The product is: [C:1]1([C:7]2[CH:11]=[C:10]([C:12]([NH:14][CH2:15][CH2:16][C:17]([OH:19])=[O:18])=[O:13])[O:9][N:8]=2)[CH:2]=[CH:3][CH:4]=[CH:5][CH:6]=1. (2) Given the reactants [F:1][C:2]1[C:7]([F:8])=[CH:6][CH:5]=[CH:4][C:3]=1[C:9]1[N:17]=[C:12]2[CH:13]=[N:14][NH:15][CH:16]=[C:11]2[N:10]=1.Cl[CH2:19][C:20]1[O:24][N:23]=[C:22]([C:25]2[CH:30]=[CH:29][C:28]([C:31]([F:34])([F:33])[CH3:32])=[CH:27][CH:26]=2)[CH:21]=1, predict the reaction product. The product is: [F:33][C:31]([C:28]1[CH:29]=[CH:30][C:25]([C:22]2[CH:21]=[C:20]([CH2:19][N:14]3[CH:13]=[C:12]4[N:17]=[C:9]([C:3]5[CH:4]=[CH:5][CH:6]=[C:7]([F:8])[C:2]=5[F:1])[N:10]=[C:11]4[CH:16]=[N:15]3)[O:24][N:23]=2)=[CH:26][CH:27]=1)([F:34])[CH3:32]. (3) The product is: [C:20]([O:24][C:25](=[O:26])[NH:10][CH:8]([C:5]1[CH:6]=[N:7][C:2]([F:1])=[CH:3][CH:4]=1)[CH3:9])([CH3:23])([CH3:22])[CH3:21]. Given the reactants [F:1][C:2]1[N:7]=[CH:6][C:5]([CH:8]([NH2:10])[CH3:9])=[CH:4][CH:3]=1.C(N(C(C)C)CC)(C)C.[C:20]([O:24][C:25](O[C:25]([O:24][C:20]([CH3:23])([CH3:22])[CH3:21])=[O:26])=[O:26])([CH3:23])([CH3:22])[CH3:21], predict the reaction product. (4) Given the reactants [CH2:1]([NH:8][C:9]([C:11]1[S:15][C:14]([NH2:16])=[N:13][C:12]=1[CH3:17])=[O:10])[C:2]1[CH:7]=[CH:6][CH:5]=[CH:4][CH:3]=1.[C:18](O)(=[O:29])[CH2:19][C:20]1[C:21](=[CH:25][CH:26]=[CH:27][CH:28]=1)[C:22]([OH:24])=[O:23], predict the reaction product. The product is: [CH2:1]([NH:8][C:9]([C:11]1[S:15][C:14]([NH:16][C:18]([CH2:19][C:20]2[CH:28]=[CH:27][CH:26]=[CH:25][C:21]=2[C:22]([OH:24])=[O:23])=[O:29])=[N:13][C:12]=1[CH3:17])=[O:10])[C:2]1[CH:7]=[CH:6][CH:5]=[CH:4][CH:3]=1. (5) Given the reactants [BH4-].[Na+].[C:3]([C:6]1[CH:11]=[CH:10][CH:9]=[C:8]([Br:12])[N:7]=1)(=[O:5])[CH3:4].[Cl-].[NH4+], predict the reaction product. The product is: [Br:12][C:8]1[N:7]=[C:6]([CH:3]([OH:5])[CH3:4])[CH:11]=[CH:10][CH:9]=1. (6) Given the reactants [N:1]1[C:10]2[C:5](=[N:6][CH:7]=[CH:8][CH:9]=2)[CH:4]=[CH:3][CH:2]=1.C([O-])(=O)C.[Na+].[Br:16]Br, predict the reaction product. The product is: [Br:16][C:3]1[CH:2]=[N:1][C:10]2[C:5]([CH:4]=1)=[N:6][CH:7]=[CH:8][CH:9]=2.